From a dataset of Full USPTO retrosynthesis dataset with 1.9M reactions from patents (1976-2016). Predict the reactants needed to synthesize the given product. (1) Given the product [I:1][C:2]1[CH:7]=[C:6]([OH:8])[CH:5]=[C:4]([C:10]2[CH:14]=[CH:13][S:12][CH:11]=2)[CH:3]=1, predict the reactants needed to synthesize it. The reactants are: [I:1][C:2]1[CH:3]=[C:4]([C:10]2[CH:14]=[CH:13][S:12][CH:11]=2)[CH:5]=[C:6]([O:8]C)[CH:7]=1.[I-].[Na+].C[Si](Cl)(C)C. (2) Given the product [Cl:20][C:21]1[CH:34]=[C:33]([CH:32]=[CH:31][C:22]=1[O:23][CH2:24][C:25]1[CH:29]=[CH:28][N:27]([CH3:30])[N:26]=1)[NH:35][C:2]1[C:11]2[C:6](=[CH:7][CH:8]=[CH:9][C:10]=2[O:12][CH:13]2[CH2:18][CH2:17][N:16]([CH3:19])[CH2:15][CH2:14]2)[N:5]=[CH:4][N:3]=1, predict the reactants needed to synthesize it. The reactants are: Cl[C:2]1[C:11]2[C:6](=[CH:7][CH:8]=[CH:9][C:10]=2[O:12][CH:13]2[CH2:18][CH2:17][N:16]([CH3:19])[CH2:15][CH2:14]2)[N:5]=[CH:4][N:3]=1.[Cl:20][C:21]1[CH:34]=[C:33]([NH2:35])[CH:32]=[CH:31][C:22]=1[O:23][CH2:24][C:25]1[CH:29]=[CH:28][N:27]([CH3:30])[N:26]=1. (3) Given the product [NH:29]1[C:25]([CH2:24][C@H:11]([NH:10][C:9]([C@H:8]2[O:7][C@@H:6]2[C:4]([OH:5])=[O:3])=[O:30])[C:12]([NH:14][C:15]2[C:16]([CH3:23])=[CH:17][C:18]([CH3:22])=[CH:19][C:20]=2[CH3:21])=[O:13])=[CH:26][N:27]=[CH:28]1, predict the reactants needed to synthesize it. The reactants are: C([O:3][C:4]([C@@H:6]1[C@@H:8]([C:9](=[O:30])[NH:10][C@@H:11]([CH2:24][C:25]2[NH:29][CH:28]=[N:27][CH:26]=2)[C:12]([NH:14][C:15]2[C:20]([CH3:21])=[CH:19][C:18]([CH3:22])=[CH:17][C:16]=2[CH3:23])=[O:13])[O:7]1)=[O:5])C.[Li+].[OH-]. (4) Given the product [Cl:1][C:2]1[CH:10]=[C:9]2[C:5]([C:6]([C:18]([O:20][CH3:21])=[O:19])=[CH:7][N:8]2[C:11]([O:13][C:14]([CH3:16])([CH3:17])[CH3:15])=[O:12])=[CH:4][C:3]=1[C:22]1[CH:27]=[CH:26][C:25]([O:28][CH2:54][C:50]2[CH:49]=[N:48][CH:53]=[CH:52][CH:51]=2)=[CH:24][CH:23]=1, predict the reactants needed to synthesize it. The reactants are: [Cl:1][C:2]1[CH:10]=[C:9]2[C:5]([C:6]([C:18]([O:20][CH3:21])=[O:19])=[CH:7][N:8]2[C:11]([O:13][C:14]([CH3:17])([CH3:16])[CH3:15])=[O:12])=[CH:4][C:3]=1[C:22]1[CH:27]=[CH:26][C:25]([OH:28])=[CH:24][CH:23]=1.C1(P(C2C=CC=CC=2)C2C=CC=CC=2)C=CC=CC=1.[N:48]1[CH:53]=[CH:52][CH:51]=[C:50]([CH2:54]O)[CH:49]=1. (5) Given the product [NH2:1][C:2]1[CH:3]=[C:4]2[C:8](=[CH:9][CH:10]=1)[N:7]([CH3:11])[C:6]([CH2:12][OH:13])=[CH:5]2, predict the reactants needed to synthesize it. The reactants are: [NH2:1][C:2]1[CH:3]=[C:4]2[C:8](=[CH:9][CH:10]=1)[N:7]([CH3:11])[C:6]([C:12](OCC)=[O:13])=[CH:5]2.[H-].[Al+3].[Li+].[H-].[H-].[H-].O.O.O.O.O.O.O.O.O.O.S([O-])([O-])(=O)=O.[Na+].[Na+].